Dataset: Full USPTO retrosynthesis dataset with 1.9M reactions from patents (1976-2016). Task: Predict the reactants needed to synthesize the given product. The reactants are: [CH2:1]([N:8]1[C:13](=[O:14])[C:12]2[C:15]3[CH:21]([CH3:22])[CH2:20][CH:19](Br)[C:18](=[O:24])[C:16]=3[S:17][C:11]=2[N:10]=[C:9]1[C:25]1[CH:30]=[C:29]([O:31][CH3:32])[C:28]([O:33][CH3:34])=[C:27]([O:35][CH3:36])[C:26]=1[Br:37])[C:2]1[CH:7]=[CH:6][CH:5]=[CH:4][CH:3]=1.[OH-].[Na+]. Given the product [CH2:1]([N:8]1[C:13](=[O:14])[C:12]2[C:15]3[C:21]([CH3:22])=[CH:20][CH:19]=[C:18]([OH:24])[C:16]=3[S:17][C:11]=2[N:10]=[C:9]1[C:25]1[CH:30]=[C:29]([O:31][CH3:32])[C:28]([O:33][CH3:34])=[C:27]([O:35][CH3:36])[C:26]=1[Br:37])[C:2]1[CH:7]=[CH:6][CH:5]=[CH:4][CH:3]=1, predict the reactants needed to synthesize it.